This data is from Full USPTO retrosynthesis dataset with 1.9M reactions from patents (1976-2016). The task is: Predict the reactants needed to synthesize the given product. (1) Given the product [CH2:1]([O:5][C:6]1[CH:18]=[CH:17][C:16]2[C:15]3[C:10](=[C:11]([F:19])[C:12]([CH:32]([OH:35])[CH2:33][CH3:34])=[CH:13][CH:14]=3)[CH2:9][C:8]=2[C:7]=1[F:20])[CH2:2][CH2:3][CH3:4], predict the reactants needed to synthesize it. The reactants are: [CH2:1]([O:5][C:6]1[CH:18]=[CH:17][C:16]2[C:15]3[C:10](=[C:11]([F:19])[CH:12]=[CH:13][CH:14]=3)[CH2:9][C:8]=2[C:7]=1[F:20])[CH2:2][CH2:3][CH3:4].C([Li])CCC.CC(C)([O-])C.[K+].[CH:32](=[O:35])[CH2:33][CH3:34].Cl. (2) Given the product [CH3:1][O:2][CH2:3][CH2:4][N:5]1[CH2:6][CH2:7][C:8](=[CH:11][C:12]([OH:14])=[O:13])[CH2:9][CH2:10]1, predict the reactants needed to synthesize it. The reactants are: [CH3:1][O:2][CH2:3][CH2:4][N:5]1[CH2:10][CH2:9][C:8](=[CH:11][C:12]([O:14]C)=[O:13])[CH2:7][CH2:6]1.COC(C=C1CCN(C(OC(C)(C)C)=O)CC1)=O. (3) Given the product [CH3:32][C:33]([CH3:46])([CH3:45])[C:34]#[C:35][C:2]1[C:23]([O:24][CH2:25][CH2:26][O:27][CH2:28][CH2:29][O:30][CH3:31])=[CH:22][C:5]([C:6]([NH:8][S:9]([C:12]2[CH:17]=[CH:16][CH:15]=[CH:14][C:13]=2[S:18](=[O:21])(=[O:20])[NH2:19])(=[O:11])=[O:10])=[O:7])=[CH:4][N:3]=1, predict the reactants needed to synthesize it. The reactants are: Cl[C:2]1[C:23]([O:24][CH2:25][CH2:26][O:27][CH2:28][CH2:29][O:30][CH3:31])=[CH:22][C:5]([C:6]([NH:8][S:9]([C:12]2[CH:17]=[CH:16][CH:15]=[CH:14][C:13]=2[S:18](=[O:21])(=[O:20])[NH2:19])(=[O:11])=[O:10])=[O:7])=[CH:4][N:3]=1.[CH3:32][C:33]([CH3:46])([CH3:45])[C:34]#[C:35]B(OC(C)C)OC(C)C.C(=O)([O-])[O-].[Na+].[Na+]. (4) Given the product [Br:25][C:16]1[C:15]([CH3:17])=[CH:14][C:4]([O:5][CH2:6][CH2:7][CH2:8][C:9]([CH3:12])([CH3:13])[C:10]#[N:11])=[CH:3][C:2]=1[CH3:1], predict the reactants needed to synthesize it. The reactants are: [CH3:1][C:2]1[CH:3]=[C:4]([CH:14]=[C:15]([CH3:17])[CH:16]=1)[O:5][CH2:6][CH2:7][CH2:8][C:9]([CH3:13])([CH3:12])[C:10]#[N:11].C1C(=O)N([Br:25])C(=O)C1.